From a dataset of Reaction yield outcomes from USPTO patents with 853,638 reactions. Predict the reaction yield, written as a fraction of the theoretical maximum amount of product (1.0 means a 100% yield; for example, 0.34 means a 34% yield). (1) The reactants are [NH2:1][C:2]1[CH:10]=[CH:9][C:8]([N+:11]([O-:13])=[O:12])=[CH:7][C:3]=1[C:4]([OH:6])=O.N1[CH:18]=[CH:17]N=C1.C(Cl)(=O)C.Cl.[NH2:24][CH:25]1[CH2:30][CH2:29][C:28](=[O:31])[NH:27][C:26]1=[O:32].P(OC1C=CC=CC=1)(OC1C=CC=CC=1)OC1C=CC=CC=1. The catalyst is C(#N)C.O. The product is [CH3:17][C:18]1[N:24]([CH:25]2[CH2:30][CH2:29][C:28](=[O:31])[NH:27][C:26]2=[O:32])[C:4](=[O:6])[C:3]2[C:2](=[CH:10][CH:9]=[C:8]([N+:11]([O-:13])=[O:12])[CH:7]=2)[N:1]=1. The yield is 0.610. (2) The catalyst is C(Cl)Cl.CCO. The yield is 0.800. The reactants are [C:1]1([C:7]2[CH:12]=[C:11]([CH:13]3[CH2:18][CH2:17][N:16]([CH2:19][CH2:20][N:21]4[CH2:26][CH2:25][O:24][CH2:23][CH2:22]4)[CH2:15][CH2:14]3)[CH:10]=[CH:9][C:8]=2[NH:27][C:28]([C:30]2[N:31](COCC[Si](C)(C)C)[CH:32]=[C:33]([C:35]#[N:36])[N:34]=2)=[O:29])[CH2:6][CH2:5][CH2:4][CH2:3][CH:2]=1.[C:45]([OH:51])([C:47]([F:50])([F:49])[F:48])=[O:46]. The product is [F:48][C:47]([F:50])([F:49])[C:45]([OH:51])=[O:46].[C:1]1([C:7]2[CH:12]=[C:11]([CH:13]3[CH2:18][CH2:17][N:16]([CH2:19][CH2:20][N:21]4[CH2:26][CH2:25][O:24][CH2:23][CH2:22]4)[CH2:15][CH2:14]3)[CH:10]=[CH:9][C:8]=2[NH:27][C:28]([C:30]2[NH:31][CH:32]=[C:33]([C:35]#[N:36])[N:34]=2)=[O:29])[CH2:6][CH2:5][CH2:4][CH2:3][CH:2]=1. (3) The reactants are [CH3:1][O:2][CH:3]([O:6][CH3:7])[CH2:4][NH2:5].[OH-].[Na+].Cl[C:11]([O:13][CH2:14][C:15]1[CH:20]=[CH:19][CH:18]=[CH:17][CH:16]=1)=[O:12]. The product is [CH3:1][O:2][CH:3]([O:6][CH3:7])[CH2:4][NH:5][C:11](=[O:12])[O:13][CH2:14][C:15]1[CH:20]=[CH:19][CH:18]=[CH:17][CH:16]=1. The catalyst is C1(C)C=CC=CC=1. The yield is 0.980. (4) The reactants are [C:1]([C:3]1[C:21]([N+:22]([O-])=O)=[CH:20][CH:19]=[CH:18][C:4]=1[O:5][CH2:6][CH:7]1[CH2:12][CH2:11][CH2:10][CH2:9][N:8]1[C:13]([NH:15][CH2:16][CH3:17])=[O:14])#[N:2].C1CCCCC=1. The catalyst is CCO.[Pd]. The product is [NH2:22][C:21]1[C:3]([C:1]#[N:2])=[C:4]([CH:18]=[CH:19][CH:20]=1)[O:5][CH2:6][CH:7]1[CH2:12][CH2:11][CH2:10][CH2:9][N:8]1[C:13]([NH:15][CH2:16][CH3:17])=[O:14]. The yield is 0.920. (5) The reactants are C([O:5][C:6]([CH:8]1[CH2:12][CH:11]([O:13][C:14]2[CH:19]=[C:18]([C:20]([CH3:23])([CH3:22])[CH3:21])[N:17]=[C:16]([O:24][CH3:25])[N:15]=2)[CH2:10][CH:9]1[C:26](=[O:38])[NH:27][C:28]1([C:33]([O:35][CH2:36][CH3:37])=[O:34])[CH2:30][CH:29]1[CH:31]=[CH2:32])=[O:7])(C)(C)C.C([SiH](CC)CC)C.C(O)(C(F)(F)F)=O. The catalyst is C(Cl)Cl. The product is [C:20]([C:18]1[N:17]=[C:16]([O:24][CH3:25])[N:15]=[C:14]([O:13][CH:11]2[CH2:12][CH:8]([C:6]([OH:7])=[O:5])[CH:9]([C:26](=[O:38])[NH:27][C:28]3([C:33]([O:35][CH2:36][CH3:37])=[O:34])[CH2:30][CH:29]3[CH:31]=[CH2:32])[CH2:10]2)[CH:19]=1)([CH3:21])([CH3:22])[CH3:23]. The yield is 0.960. (6) The reactants are C([O:5][C@@H:6]([C@H:8]1[CH2:12][O:11][C:10](=[O:13])[N:9]1[C:14]1[CH:19]=[CH:18][N:17]=[C:16]([F:20])[N:15]=1)[CH3:7])(C)(C)C.C(O)(C(F)(F)F)=O. The catalyst is C(Cl)Cl. The product is [F:20][C:16]1[N:15]=[C:14]([N:9]2[C@@H:8]([C@H:6]([OH:5])[CH3:7])[CH2:12][O:11][C:10]2=[O:13])[CH:19]=[CH:18][N:17]=1. The yield is 0.900. (7) The reactants are [CH2:1]([N:3]1[C:7]2[N:8]=[N:9][CH:10]=[C:11]([C:12]3[CH:17]=[CH:16][C:15]([F:18])=[C:14](I)[CH:13]=3)[C:6]=2[N:5]=[CH:4]1)[CH3:2].[CH2:20]([S:22]([C:25]1[CH:30]=[CH:29][C:28](B2OC(C)(C)C(C)(C)O2)=[C:27]([O:40][CH3:41])[CH:26]=1)(=[O:24])=[O:23])[CH3:21].C(=O)([O-])[O-].[Cs+].[Cs+]. The yield is 0.130. The catalyst is O1CCOCC1.O.CCOC(C)=O.[Pd](Cl)Cl.C(P(C(C)(C)C)[C-]1C=CC=C1)(C)(C)C.[C-]1(P(C(C)(C)C)C(C)(C)C)C=CC=C1.[Fe+2]. The product is [CH2:1]([N:3]1[C:7]2[N:8]=[N:9][CH:10]=[C:11]([C:12]3[CH:13]=[C:14]([C:28]4[CH:29]=[CH:30][C:25]([S:22]([CH2:20][CH3:21])(=[O:24])=[O:23])=[CH:26][C:27]=4[O:40][CH3:41])[C:15]([F:18])=[CH:16][CH:17]=3)[C:6]=2[N:5]=[CH:4]1)[CH3:2].